Dataset: Catalyst prediction with 721,799 reactions and 888 catalyst types from USPTO. Task: Predict which catalyst facilitates the given reaction. (1) Reactant: [CH:1](=C1CC2CC1C=C2)[CH3:2].[H][H].[CH2:12]=[CH:13][CH3:14].C=C.FC1C([B-](C2C(F)=C(F)C(F)=C(F)C=2F)(C2C(F)=C(F)C(F)=C(F)C=2F)C2C(F)=C(F)C(F)=C(F)C=2F)=C(F)C(F)=C(F)C=1F.C[NH+]([CH2:91][CH2:92][CH2:93][CH2:94][CH2:95][CH2:96][CH2:97][CH2:98][CH2:99][CH2:91][CH2:92][CH2:93][CH2:94][CH2:95][CH2:96][CH2:97][CH2:98][CH3:99])[CH2:91][CH2:92][CH2:93][CH2:94][CH2:95][CH2:96][CH2:97][CH2:98][CH2:99][CH2:91][CH2:92][CH2:93][CH2:94][CH2:95][CH2:96][CH2:97][CH2:98][CH3:99]. The catalyst class is: 11. Product: [CH2:1]=[CH2:2].[CH2:12]=[CH:13][CH3:14].[CH:98](=[C:97]1[CH2:96][CH:95]2[CH2:91][CH:92]1[CH:93]=[CH:94]2)[CH3:99]. (2) Reactant: [NH2:1][C:2]1[N:28]2[CH:29]=[CH:30][N:31]=[C:27]2[C:4]2([C:17]3[CH:16]=[C:15]([OH:18])[CH:14]=[C:13]([F:19])[C:12]=3[O:11][C:10]3[C:5]2=[CH:6][C:7]([C:20]2[C:21]([F:26])=[N:22][CH:23]=[CH:24][CH:25]=2)=[CH:8][CH:9]=3)[N:3]=1.C(N(CC)CC)C.ClC1C=CC(N([S:47]([C:50]([F:53])([F:52])[F:51])(=[O:49])=[O:48])[S:47]([C:50]([F:53])([F:52])[F:51])(=[O:49])=[O:48])=NC=1. Product: [F:51][C:50]([F:53])([F:52])[S:47]([O:18][C:15]1[CH:16]=[C:17]2[C:12]([O:11][C:10]3[CH:9]=[CH:8][C:7]([C:20]4[C:21]([F:26])=[N:22][CH:23]=[CH:24][CH:25]=4)=[CH:6][C:5]=3[C:4]32[C:27]2=[N:31][CH:30]=[CH:29][N:28]2[C:2]([NH2:1])=[N:3]3)=[C:13]([F:19])[CH:14]=1)(=[O:49])=[O:48]. The catalyst class is: 2. (3) Reactant: [NH2:1][C:2]1[CH:7]=[CH:6][C:5]([CH:8]=[CH:9][C:10]([O:12][CH3:13])=[O:11])=[C:4]([NH:14][C:15]([NH:17][C:18](=[O:28])[C:19]2[CH:24]=[C:23]([F:25])[C:22]([F:26])=[CH:21][C:20]=2[Cl:27])=[O:16])[CH:3]=1.C(=O)([O-])[O-].[K+].[K+].Cl[C:36]([O:38][C:39]1[CH:44]=[CH:43][C:42]([Cl:45])=[CH:41][CH:40]=1)=[O:37]. Product: [Cl:27][C:20]1[CH:21]=[C:22]([F:26])[C:23]([F:25])=[CH:24][C:19]=1[C:18]([NH:17][C:15](=[O:16])[NH:14][C:4]1[CH:3]=[C:2]([NH:1][C:36]([O:38][C:39]2[CH:44]=[CH:43][C:42]([Cl:45])=[CH:41][CH:40]=2)=[O:37])[CH:7]=[CH:6][C:5]=1/[CH:8]=[CH:9]/[C:10]([O:12][CH3:13])=[O:11])=[O:28]. The catalyst class is: 9. (4) The catalyst class is: 4. Reactant: C(OC([NH:8][C@H:9]([C:11]([NH:13][C:14]1[CH:19]=[CH:18][CH:17]=[CH:16][C:15]=1[CH2:20][CH2:21][C:22]([OH:24])=[O:23])=[O:12])[CH3:10])=O)(C)(C)C.[C:25]([OH:31])([C:27]([F:30])([F:29])[F:28])=[O:26]. Product: [F:28][C:27]([F:30])([F:29])[C:25]([OH:31])=[O:26].[NH2:8][C@H:9]([C:11]([NH:13][C:14]1[CH:19]=[CH:18][CH:17]=[CH:16][C:15]=1[CH2:20][CH2:21][C:22]([OH:24])=[O:23])=[O:12])[CH3:10]. (5) Reactant: C[Si]([N-][Si](C)(C)C)(C)C.[Na+].[F:11][CH:12]([F:39])[CH2:13][N:14]([S:25]([CH2:28][C:29]1[CH:34]=[CH:33][CH:32]=[CH:31][C:30]=1[C:35]([F:38])([F:37])[F:36])(=[O:27])=[O:26])[C:15]1[N:24]=[CH:23][CH:22]=[CH:21][C:16]=1[C:17](OC)=[O:18].Cl. Product: [F:11][CH:12]([F:39])[CH2:13][N:14]1[C:15]2[N:24]=[CH:23][CH:22]=[CH:21][C:16]=2[C:17]([OH:18])=[C:28]([C:29]2[CH:34]=[CH:33][CH:32]=[CH:31][C:30]=2[C:35]([F:36])([F:38])[F:37])[S:25]1(=[O:26])=[O:27]. The catalyst class is: 1. (6) Reactant: CCN(C(C)C)C(C)C.[Cl:10][C:11]1[CH:19]=[CH:18][C:17]([Cl:20])=[CH:16][C:12]=1[C:13]([OH:15])=O.CCN=C=NCCCN(C)C.C1C=CC2N(O)N=NC=2C=1.Cl.[O:43]=[C:44]([N:62]1[CH2:67][CH2:66][NH:65][CH2:64][CH2:63]1)[CH2:45][NH:46][C:47](=[O:61])[C:48]1[CH:53]=[CH:52][C:51]([O:54][C:55]2[CH:60]=[CH:59][CH:58]=[CH:57][CH:56]=2)=[CH:50][CH:49]=1. Product: [Cl:10][C:11]1[CH:19]=[CH:18][C:17]([Cl:20])=[CH:16][C:12]=1[C:13]([N:65]1[CH2:66][CH2:67][N:62]([C:44](=[O:43])[CH2:45][NH:46][C:47](=[O:61])[C:48]2[CH:49]=[CH:50][C:51]([O:54][C:55]3[CH:56]=[CH:57][CH:58]=[CH:59][CH:60]=3)=[CH:52][CH:53]=2)[CH2:63][CH2:64]1)=[O:15]. The catalyst class is: 18.